Dataset: Forward reaction prediction with 1.9M reactions from USPTO patents (1976-2016). Task: Predict the product of the given reaction. (1) Given the reactants [Br:1][C:2]1[C:7]([F:8])=[CH:6][C:5]([N+:9]([O-:11])=[O:10])=[C:4](F)[CH:3]=1.Cl.Cl.[O:15]1[CH2:20][CH2:19][CH:18]([N:21]2[CH2:26][CH2:25][CH:24]([NH2:27])[CH2:23][CH2:22]2)[CH2:17][CH2:16]1.C(N(C(C)C)CC)(C)C, predict the reaction product. The product is: [Br:1][C:2]1[C:7]([F:8])=[CH:6][C:5]([N+:9]([O-:11])=[O:10])=[C:4]([NH:27][CH:24]2[CH2:23][CH2:22][N:21]([CH:18]3[CH2:19][CH2:20][O:15][CH2:16][CH2:17]3)[CH2:26][CH2:25]2)[CH:3]=1. (2) The product is: [I:14][C:15]1[CH:20]=[C:19]([N:1]2[C:9]3[CH:8]=[CH:7][N:6]=[CH:5][C:4]=3[C:3]([C:10]([O:12][CH3:13])=[O:11])=[N:2]2)[CH:18]=[CH:17][CH:16]=1. Given the reactants [NH:1]1[C:9]2[CH:8]=[CH:7][N:6]=[CH:5][C:4]=2[C:3]([C:10]([O:12][CH3:13])=[O:11])=[N:2]1.[I:14][C:15]1[CH:16]=[C:17](B(O)O)[CH:18]=[CH:19][CH:20]=1, predict the reaction product. (3) Given the reactants [C:1]([O:8][CH3:9])(=[O:7])/[CH:2]=[CH:3]/[C:4]([OH:6])=[O:5].Cl[CH2:11][C:12]([NH:14][CH2:15][C:16]([O:18]C(C)(C)C)=[O:17])=[O:13], predict the reaction product. The product is: [CH3:9][O:8][C:1](/[CH:2]=[CH:3]/[C:4]([O:6][CH2:11][C:12]([NH:14][CH2:15][C:16]([OH:18])=[O:17])=[O:13])=[O:5])=[O:7]. (4) Given the reactants [CH3:1][N:2]1[CH2:19][CH:18]2[CH:4]([C:5]3[CH:6]=[CH:7][CH:8]=[CH:9][C:10]=3[O:11][C:12]3[CH:13]=[CH:14][C:15]([Cl:20])=[CH:16][C:17]=32)[CH2:3]1.P([O-])([O-])([O-])=O.C(=O)(O)[O-].[Na+], predict the reaction product. The product is: [CH3:1][N:2]1[CH2:19][CH:18]2[CH:4]([C:5]3[CH:6]=[CH:7][CH:8]=[CH:9][C:10]=3[O:11][C:12]3[CH:13]=[CH:14][C:15]([Cl:20])=[CH:16][C:17]=32)[CH2:3]1. (5) Given the reactants [CH2:1]([C:3]1[C:8]([C:9]2[S:10][C:11]([C:14]3[CH:19]=[CH:18][C:17]([O:20][CH:21]([CH3:23])[CH3:22])=[C:16]([C:24]([F:27])([F:26])[F:25])[CH:15]=3)=[N:12][N:13]=2)=[CH:7][CH:6]=[CH:5][C:4]=1[CH2:28][CH:29]=O)[CH3:2].[NH:31]1[CH2:34][CH:33]([C:35]([O:37][CH3:38])=[O:36])[CH2:32]1.C([O-])(=O)C.[Na+].C(O[BH-](OC(=O)C)OC(=O)C)(=O)C.[Na+], predict the reaction product. The product is: [CH2:1]([C:3]1[C:8]([C:9]2[S:10][C:11]([C:14]3[CH:19]=[CH:18][C:17]([O:20][CH:21]([CH3:22])[CH3:23])=[C:16]([C:24]([F:26])([F:27])[F:25])[CH:15]=3)=[N:12][N:13]=2)=[CH:7][CH:6]=[CH:5][C:4]=1[CH2:28][CH2:29][N:31]1[CH2:34][CH:33]([C:35]([O:37][CH3:38])=[O:36])[CH2:32]1)[CH3:2]. (6) Given the reactants [Cl:1][C:2]1[CH:17]=[CH:16][C:5]2[NH:6][CH2:7][CH:8]([C:10]3[CH:15]=[CH:14][CH:13]=[CH:12][CH:11]=3)[O:9][C:4]=2[CH:3]=1.C(N(CC)CC)C.[CH2:25]([O:27][C:28](=[O:34])/[CH:29]=[CH:30]/[C:31](Cl)=[O:32])[CH3:26].O, predict the reaction product. The product is: [CH2:25]([O:27][C:28](=[O:34])/[CH:29]=[CH:30]/[C:31]([N:6]1[C:5]2[CH:16]=[CH:17][C:2]([Cl:1])=[CH:3][C:4]=2[O:9][CH:8]([C:10]2[CH:15]=[CH:14][CH:13]=[CH:12][CH:11]=2)[CH2:7]1)=[O:32])[CH3:26]. (7) Given the reactants [CH:1]1([C:4]2[NH:8][N:7]=[C:6]([NH:9][C:10]3[C:17]([F:18])=[CH:16][C:13]([C:14]#[N:15])=[C:12]([NH:19][C@H:20]([C:22]4[CH:27]=[CH:26][C:25]([F:28])=[CH:24][CH:23]=4)[CH3:21])[N:11]=3)[CH:5]=2)[CH2:3][CH2:2]1.[OH-:29].[K+].OO, predict the reaction product. The product is: [CH:1]1([C:4]2[NH:8][N:7]=[C:6]([NH:9][C:10]3[C:17]([F:18])=[CH:16][C:13]([C:14]([NH2:15])=[O:29])=[C:12]([NH:19][C@H:20]([C:22]4[CH:27]=[CH:26][C:25]([F:28])=[CH:24][CH:23]=4)[CH3:21])[N:11]=3)[CH:5]=2)[CH2:3][CH2:2]1.